This data is from Full USPTO retrosynthesis dataset with 1.9M reactions from patents (1976-2016). The task is: Predict the reactants needed to synthesize the given product. (1) Given the product [Cl:19][C:13]1[CH:12]=[C:11]([CH:4]([CH2:5][CH:6]2[CH2:10][CH2:9][CH2:8][CH2:7]2)[C:3]([OH:20])=[O:2])[CH:16]=[CH:15][C:14]=1[S:17][CH3:18], predict the reactants needed to synthesize it. The reactants are: C[O:2][C:3](=[O:20])[CH:4]([C:11]1[CH:16]=[CH:15][C:14]([S:17][CH3:18])=[C:13]([Cl:19])[CH:12]=1)[CH2:5][CH:6]1[CH2:10][CH2:9][CH2:8][CH2:7]1.[OH-].[K+]. (2) Given the product [OH:20][N:19]=[C:2]1[CH2:7][CH2:6][O:5][CH:4]([C:8]2[CH:17]=[CH:16][CH:15]=[CH:14][C:9]=2[C:10]([O:12][CH3:13])=[O:11])[CH2:3]1, predict the reactants needed to synthesize it. The reactants are: O=[C:2]1[CH2:7][CH2:6][O:5][CH:4]([C:8]2[CH:17]=[CH:16][CH:15]=[CH:14][C:9]=2[C:10]([O:12][CH3:13])=[O:11])[CH2:3]1.Cl.[NH2:19][OH:20].C([O-])(=O)C.[Na+]. (3) Given the product [NH2:8][CH2:9][C:10]1([OH:17])[CH2:15][CH2:14][CH2:13][CH:12]([CH3:16])[CH2:11]1, predict the reactants needed to synthesize it. The reactants are: C([NH:8][CH2:9][C@:10]1([OH:17])[CH2:15][CH2:14][CH2:13][C@H:12]([CH3:16])[CH2:11]1)C1C=CC=CC=1. (4) Given the product [CH3:1][O:2][C:3]1[CH:4]=[C:5]2[C:9](=[CH:10][CH:11]=1)[N:8]([C:27]1[CH:32]=[CH:31][CH:30]=[CH:29][CH:28]=1)[CH:7]=[CH:6]2, predict the reactants needed to synthesize it. The reactants are: [CH3:1][O:2][C:3]1[CH:4]=[C:5]2[C:9](=[CH:10][CH:11]=1)[NH:8][CH:7]=[CH:6]2.N1CCC[C@H]1C(O)=O.C(=O)([O-])[O-].[K+].[K+].I[C:27]1[CH:32]=[CH:31][CH:30]=[CH:29][CH:28]=1.